Task: Predict the product of the given reaction.. Dataset: Forward reaction prediction with 1.9M reactions from USPTO patents (1976-2016) (1) Given the reactants [Cl:1][C:2]1[CH:7]=[C:6](B2OC(C)(C)C(C)(C)O2)[CH:5]=[CH:4][C:3]=1[CH:17]([CH3:35])[C:18]([C:24]1[CH:25]=[CH:26][C:27]2[O:31][C:30](=[O:32])[N:29]([CH3:33])[C:28]=2[CH:34]=1)([OH:23])[C:19]([F:22])([F:21])[F:20].[CH3:36][O:37][C:38]([C:40]1[CH:41]=[N:42][CH:43]=[C:44](Br)[CH:45]=1)=[O:39].C([O-])([O-])=O.[Na+].[Na+], predict the reaction product. The product is: [CH3:36][O:37][C:38](=[O:39])[C:40]1[CH:45]=[C:44]([C:6]2[CH:5]=[CH:4][C:3]([CH:17]([CH3:35])[C:18]([OH:23])([C:24]3[CH:25]=[CH:26][C:27]4[O:31][C:30](=[O:32])[N:29]([CH3:33])[C:28]=4[CH:34]=3)[C:19]([F:20])([F:21])[F:22])=[C:2]([Cl:1])[CH:7]=2)[CH:43]=[N:42][CH:41]=1. (2) Given the reactants C[O:2][C:3](=[O:45])[C:4]1[CH:9]=[CH:8][CH:7]=[CH:6][C:5]=1[O:10][C:11]1[CH:16]=[CH:15][CH:14]=[C:13]([O:17][CH2:18][CH2:19][CH2:20][O:21][C:22]2[CH:27]=[C:26]([O:28]CC3C=CC=CC=3)C(C(=O)CO)=CC=2CC)[C:12]=1[CH2:42][CH2:43][CH3:44].S(OS(C(F)(F)F)(=O)=O)(C(F)(F)F)(=O)=O.[N:61]1[C:66]([CH3:67])=[CH:65][CH:64]=[CH:63][C:62]=1[CH3:68].C[CH2:70][O:71]CC, predict the reaction product. The product is: [CH2:62]([C:63]1[CH:64]=[C:65]([C:66]2[N:61]=[CH:70][O:71][CH:67]=2)[C:26]([OH:28])=[CH:27][C:22]=1[O:21][CH2:20][CH2:19][CH2:18][O:17][C:13]1[C:12]([CH2:42][CH2:43][CH3:44])=[C:11]([CH:16]=[CH:15][CH:14]=1)[O:10][C:5]1[CH:6]=[CH:7][CH:8]=[CH:9][C:4]=1[C:3]([OH:45])=[O:2])[CH3:68].